Dataset: Catalyst prediction with 721,799 reactions and 888 catalyst types from USPTO. Task: Predict which catalyst facilitates the given reaction. Reactant: [NH2:1][C:2]1[CH:21]=[CH:20][C:19]([O:22][C:23]2[CH:28]=[CH:27][CH:26]=[CH:25][CH:24]=2)=[CH:18][C:3]=1[CH2:4][NH:5][CH2:6][CH2:7][C:8]([N:10]([CH3:17])[C:11]1[CH:16]=[CH:15][CH:14]=[CH:13][CH:12]=1)=[O:9].[N:29]#[C:30]Br. Product: [NH2:29][C:30]1[N:5]([CH2:6][CH2:7][C:8]([N:10]([CH:11]2[CH2:16][CH2:15][CH2:14][CH2:13][CH2:12]2)[CH3:17])=[O:9])[CH2:4][C:3]2[C:2](=[CH:21][CH:20]=[C:19]([O:22][C:23]3[CH:24]=[CH:25][CH:26]=[CH:27][CH:28]=3)[CH:18]=2)[N:1]=1. The catalyst class is: 8.